This data is from Catalyst prediction with 721,799 reactions and 888 catalyst types from USPTO. The task is: Predict which catalyst facilitates the given reaction. (1) Reactant: C(O)(C(F)(F)F)=O.[Br:8][C:9]1[CH:18]=[N:17][C:16]2[N:15]=[C:14]([N:19]3[CH2:22][CH:21]([N:23](C)[C:24](=O)OC(C)(C)C)[CH2:20]3)[N:13]3[CH:32]=[CH:33][CH:34]=[C:12]3[C:11]=2[CH:10]=1. Product: [Br:8][C:9]1[CH:18]=[N:17][C:16]2[N:15]=[C:14]([N:19]3[CH2:20][CH:21]([NH:23][CH3:24])[CH2:22]3)[N:13]3[CH:32]=[CH:33][CH:34]=[C:12]3[C:11]=2[CH:10]=1. The catalyst class is: 2. (2) Reactant: [F:1][C:2]1[CH:3]=[C:4]([CH:8]2[CH2:12][CH2:11][CH2:10][N:9]2[C:13]2[CH:18]=[CH:17][N:16]3[N:19]=[CH:20][C:21]([C:22]([NH:24][NH:25][C:26](=O)[CH2:27][CH3:28])=O)=[C:15]3[N:14]=2)[CH:5]=[N:6][CH:7]=1.P12(SP3(SP(SP(S3)(S1)=S)(=S)S2)=S)=[S:31].C([O-])([O-])=O.[Na+].[Na+]. Product: [CH2:27]([C:26]1[S:31][C:22]([C:21]2[CH:20]=[N:19][N:16]3[CH:17]=[CH:18][C:13]([N:9]4[CH2:10][CH2:11][CH2:12][CH:8]4[C:4]4[CH:5]=[N:6][CH:7]=[C:2]([F:1])[CH:3]=4)=[N:14][C:15]=23)=[N:24][N:25]=1)[CH3:28]. The catalyst class is: 270. (3) Reactant: [CH2:1]([S:3]([OH:6])(=[O:5])=[O:4])[CH3:2].[CH3:7][CH:8]([CH3:24])[CH2:9][N:10]1[C:22]2[C:21]3[N:20]=[CH:19][CH:18]=[CH:17][C:16]=3[N:15]=[C:14]([NH2:23])[C:13]=2[N:12]=[CH:11]1. The catalyst class is: 32. Product: [OH2:4].[CH2:1]([S:3]([OH:6])(=[O:5])=[O:4])[CH3:2].[CH3:7][CH:8]([CH3:24])[CH2:9][N:10]1[C:22]2[C:21]3[N:20]=[CH:19][CH:18]=[CH:17][C:16]=3[N:15]=[C:14]([NH2:23])[C:13]=2[N:12]=[CH:11]1. (4) Reactant: Cl[C:2]1[CH:7]=[C:6]([Cl:8])[N:5]=[N:4][C:3]=1[C:9]([O:11][CH2:12][CH3:13])=[O:10].[C:14]([C:18]1[N:23]=[C:22]([NH2:24])[CH:21]=[CH:20][CH:19]=1)([CH3:17])([CH3:16])[CH3:15]. Product: [C:14]([C:18]1[N:23]=[C:22]([NH:24][C:2]2[CH:7]=[C:6]([Cl:8])[N:5]=[N:4][C:3]=2[C:9]([O:11][CH2:12][CH3:13])=[O:10])[CH:21]=[CH:20][CH:19]=1)([CH3:17])([CH3:15])[CH3:16]. The catalyst class is: 10. (5) Product: [CH:28]([O:31][C:32]([C:33]1[C:34]([CH3:48])=[C:35]([C:20]2[CH:21]=[CH:22][CH:23]=[C:18]([S:15]([C:13]3[CH:14]=[C:10]([C:8]([NH:7][C:6]([O:5][C:1]([CH3:4])([CH3:3])[CH3:2])=[O:27])=[NH:9])[S:11][C:12]=3[S:25][CH3:26])(=[O:17])=[O:16])[CH:19]=2)[CH:36]=[CH:37][CH:38]=1)=[O:49])([CH3:30])[CH3:29]. Reactant: [C:1]([O:5][C:6](=[O:27])[NH:7][C:8]([C:10]1[S:11][C:12]([S:25][CH3:26])=[C:13]([S:15]([C:18]2[CH:23]=[CH:22][CH:21]=[C:20](Br)[CH:19]=2)(=[O:17])=[O:16])[CH:14]=1)=[NH:9])([CH3:4])([CH3:3])[CH3:2].[CH:28]([O:31][C:32](=[O:49])[C:33]1[CH:38]=[CH:37][CH:36]=[C:35](B2OC(C)(C)C(C)(C)O2)[C:34]=1[CH3:48])([CH3:30])[CH3:29].C([O-])([O-])=O.[Na+].[Na+].C(O)C. The catalyst class is: 206. (6) The catalyst class is: 14. Product: [CH:1]1([N:4]2[CH2:5][CH2:6][N:7]([C:10]3[S:11][C:12]4[CH:18]=[C:17]([NH2:19])[CH:16]=[CH:15][C:13]=4[N:14]=3)[CH2:8][CH2:9]2)[CH2:3][CH2:2]1. Reactant: [CH:1]1([N:4]2[CH2:9][CH2:8][N:7]([C:10]3[S:11][C:12]4[CH:18]=[C:17]([NH:19]C(=O)C)[CH:16]=[CH:15][C:13]=4[N:14]=3)[CH2:6][CH2:5]2)[CH2:3][CH2:2]1.Cl.[OH-].[Na+].